Dataset: HIV replication inhibition screening data with 41,000+ compounds from the AIDS Antiviral Screen. Task: Binary Classification. Given a drug SMILES string, predict its activity (active/inactive) in a high-throughput screening assay against a specified biological target. (1) The compound is CN(C)c1cccc2c1C(=O)C=CC21CCc2ccc(N(C)C)c3c(N(C)C)ccc1c23. The result is 0 (inactive). (2) The compound is CCCCCCCCCc1cc(-c2ccc(C=O)s2)sc1-c1ccc(C=O)s1. The result is 0 (inactive). (3) The drug is COC(=O)C(=O)C(C(=O)OC)C(=O)C(=O)Nc1cc([N+](=O)[O-])ccc1C. The result is 0 (inactive).